From a dataset of Catalyst prediction with 721,799 reactions and 888 catalyst types from USPTO. Predict which catalyst facilitates the given reaction. (1) Product: [CH2:11]([N:13]1[CH2:18][CH2:17][C:16]2[NH:8][C:2]3[CH:7]=[CH:6][CH:5]=[CH:4][C:3]=3[C:15]=2[CH2:14]1)[CH3:12]. The catalyst class is: 8. Reactant: Cl.[C:2]1([NH:8]N)[CH:7]=[CH:6][CH:5]=[CH:4][CH:3]=1.Cl.[CH2:11]([N:13]1[CH2:18][CH2:17][C:16](=O)[CH2:15][CH2:14]1)[CH3:12]. (2) Reactant: [CH2:1]([N:3]1[CH2:8][CH:7]=[C:6]([C:9]2[CH:14]=[CH:13][C:12]([N+:15]([O-])=O)=[CH:11][C:10]=2[F:18])[CH2:5][CH2:4]1)[CH3:2]. Product: [CH2:1]([N:3]1[CH2:4][CH2:5][CH:6]([C:9]2[CH:14]=[CH:13][C:12]([NH2:15])=[CH:11][C:10]=2[F:18])[CH2:7][CH2:8]1)[CH3:2]. The catalyst class is: 19. (3) Reactant: [N:1]1[C:9]2[C:4](=[N:5][CH:6]=[CH:7][CH:8]=2)[N:3]([CH2:10][C:11]2[CH:12]=[C:13]([C:17]3[CH:21]=[C:20]([CH2:22][CH:23]([CH3:25])[CH3:24])[S:19][C:18]=3[S:26]([NH:29]C(C)(C)C)(=[O:28])=[O:27])[CH:14]=[CH:15][CH:16]=2)[CH:2]=1.B(Cl)(Cl)Cl.N1(C2C=CC=CN=2)CCCC1.Cl[C:50]([O:52][CH2:53][CH2:54][CH2:55][CH3:56])=[O:51].C(O)(=O)CC(CC(O)=O)(C(O)=O)O. Product: [CH2:53]([O:52][C:50]([NH:29][S:26]([C:18]1[S:19][C:20]([CH2:22][CH:23]([CH3:25])[CH3:24])=[CH:21][C:17]=1[C:13]1[CH:14]=[CH:15][CH:16]=[C:11]([CH2:10][N:3]2[C:4]3=[N:5][CH:6]=[CH:7][CH:8]=[C:9]3[N:1]=[CH:2]2)[CH:12]=1)(=[O:28])=[O:27])=[O:51])[CH2:54][CH2:55][CH3:56]. The catalyst class is: 2. (4) The catalyst class is: 3. Reactant: [OH:1][C:2]1[CH:7]=[CH:6][C:5]([S:8]([N:11]=[N+:12]=[N-:13])(=[O:10])=[O:9])=[CH:4][CH:3]=1.[OH-].[Na+].[CH2:16](Br)[CH:17]=[CH2:18].O. Product: [CH2:18]([O:1][C:2]1[CH:7]=[CH:6][C:5]([S:8]([N:11]=[N+:12]=[N-:13])(=[O:9])=[O:10])=[CH:4][CH:3]=1)[CH:17]=[CH2:16]. (5) Reactant: [O:1]=[C:2]([CH:10]1[CH2:15][CH2:14][CH:13]([O:16][CH:17]2[CH2:22][CH2:21][CH2:20][CH2:19][O:18]2)[CH2:12][CH2:11]1)[CH2:3]P(=O)(OC)OC.C(=O)([O-])[O-].[K+].[K+].[Br:29][C:30]1[CH:37]=[CH:36][C:33]([CH:34]=O)=[CH:32][CH:31]=1. Product: [Br:29][C:30]1[CH:37]=[CH:36][C:33](/[CH:34]=[CH:3]/[C:2]([C@H:10]2[CH2:11][CH2:12][C@H:13]([O:16][CH:17]3[CH2:22][CH2:21][CH2:20][CH2:19][O:18]3)[CH2:14][CH2:15]2)=[O:1])=[CH:32][CH:31]=1. The catalyst class is: 8. (6) Reactant: [OH-].[Na+].C([O:6][C:7]1[CH:8]=[C:9]([CH:35]=[CH:36][C:37]=1[CH3:38])[NH:10][C:11]1[C:20]2[C:15](=[CH:16][C:17]([O:23][CH2:24][C:25]3[N:29]([CH3:30])[C:28]4[CH:31]=[CH:32][CH:33]=[CH:34][C:27]=4[N:26]=3)=[C:18]([O:21][CH3:22])[CH:19]=2)[N:14]=[CH:13][N:12]=1)(=O)C.[ClH:39]. Product: [ClH:39].[OH:6][C:7]1[CH:8]=[C:9]([CH:35]=[CH:36][C:37]=1[CH3:38])[NH:10][C:11]1[C:20]2[C:15](=[CH:16][C:17]([O:23][CH2:24][C:25]3[N:29]([CH3:30])[C:28]4[CH:31]=[CH:32][CH:33]=[CH:34][C:27]=4[N:26]=3)=[C:18]([O:21][CH3:22])[CH:19]=2)[N:14]=[CH:13][N:12]=1. The catalyst class is: 100. (7) Product: [CH3:3][N:7]1[CH2:12][CH2:11][O:10][CH:9]([CH2:13][N:14]2[C:22]3[C:17](=[CH:18][CH:19]=[CH:20][CH:21]=3)[C:16]3([C:34]4[C:25](=[CH:26][C:27]5[O:32][CH2:31][CH2:30][O:29][C:28]=5[CH:33]=4)[O:24][CH2:23]3)[C:15]2=[O:35])[CH2:8]1. Reactant: C=O.[CH3:3]C(C)=O.[NH:7]1[CH2:12][CH2:11][O:10][CH:9]([CH2:13][N:14]2[C:22]3[C:17](=[CH:18][CH:19]=[CH:20][CH:21]=3)[C:16]3([C:34]4[C:25](=[CH:26][C:27]5[O:32][CH2:31][CH2:30][O:29][C:28]=5[CH:33]=4)[O:24][CH2:23]3)[C:15]2=[O:35])[CH2:8]1.N1CCC(CN2C3C(=CC=CC=3)C3(C4C(=CC5OCCOC=5C=4)OC3)C2=O)CC1. The catalyst class is: 489.